Dataset: Reaction yield outcomes from USPTO patents with 853,638 reactions. Task: Predict the reaction yield, written as a fraction of the theoretical maximum amount of product (1.0 means a 100% yield; for example, 0.34 means a 34% yield). (1) The reactants are [CH3:1][C:2]([C:5]1[CH:10]=[CH:9][CH:8]=[C:7]([F:11])[C:6]=1[OH:12])([CH3:4])[CH3:3].[C:13]([Si:17]([CH3:20])([CH3:19])Cl)([CH3:16])([CH3:15])[CH3:14].N1C=CN=C1. The catalyst is CN(C=O)C. The product is [C:13]([Si:17]([O:12][C:6]1[C:7]([F:11])=[CH:8][CH:9]=[CH:10][C:5]=1[C:2]([CH3:1])([CH3:3])[CH3:4])([CH3:20])[CH3:19])([CH3:16])([CH3:15])[CH3:14]. The yield is 0.960. (2) The reactants are [H-].[Na+].[CH3:3][CH2:4][O:5][C:6]([CH:8]([C:16]([O:18][CH2:19][CH3:20])=[O:17])[CH2:9][C:10]1[CH:15]=[CH:14][CH:13]=[CH:12][CH:11]=1)=[O:7].Cl.[CH2:22]([C:26]1[N:27]([CH2:33][C:34]2[CH:39]=[CH:38][CH:37]=[CH:36][C:35]=2[Cl:40])[C:28](CCl)=[CH:29][N:30]=1)[CH2:23][CH2:24][CH3:25]. The catalyst is CN(C)C=O. The product is [CH2:22]([C:26]1[N:27]([CH2:33][C:34]2[CH:39]=[CH:38][CH:37]=[CH:36][C:35]=2[Cl:40])[C:28]([C:8]([CH2:9][C:10]2[CH:15]=[CH:14][CH:13]=[CH:12][CH:11]=2)([C:6]([O:5][CH2:4][CH3:3])=[O:7])[C:16]([O:18][CH2:19][CH3:20])=[O:17])=[CH:29][N:30]=1)[CH2:23][CH2:24][CH3:25]. The yield is 0.850. (3) The reactants are Cl[C:2]1[CH:3]=[CH:4][C:5]([N+:9]([O-:11])=[O:10])=[C:6]([CH:8]=1)[NH2:7].[CH3:12][O:13][CH2:14][CH2:15][NH:16][CH3:17].C(=O)([O-])[O-].[K+].[K+].O. The catalyst is CN(C)C(=O)C. The product is [CH3:12][O:13][CH2:14][CH2:15][N:16]([CH3:17])[C:2]1[CH:3]=[CH:4][C:5]([N+:9]([O-:11])=[O:10])=[C:6]([NH2:7])[CH:8]=1. The yield is 0.720. (4) The reactants are [Br:1][C:2]1[CH:7]=[C:6]([C:8]([F:11])([F:10])[F:9])[C:5]([CH:12]([O:17][C:18]([CH3:21])([CH3:20])[CH3:19])[C:13]([O:15][CH3:16])=[O:14])=[C:4]([C:22]2[CH:23]=[CH:24][C:25]3[O:30][CH2:29][CH2:28][CH2:27][C:26]=3[CH:31]=2)[C:3]=1[OH:32].[C:33](=O)([O-])[O-].[K+].[K+].IC. The catalyst is CC(C)=O. The product is [Br:1][C:2]1[CH:7]=[C:6]([C:8]([F:9])([F:11])[F:10])[C:5]([CH:12]([O:17][C:18]([CH3:21])([CH3:20])[CH3:19])[C:13]([O:15][CH3:16])=[O:14])=[C:4]([C:22]2[CH:23]=[CH:24][C:25]3[O:30][CH2:29][CH2:28][CH2:27][C:26]=3[CH:31]=2)[C:3]=1[O:32][CH3:33]. The yield is 0.920. (5) The catalyst is C(Cl)Cl.O. The yield is 0.530. The reactants are [Cl:1][C:2]1[CH:11]=[CH:10][CH:9]=[C:8]2[C:3]=1[CH2:4][C:5]([CH2:14][N:15](C)[C@@H:16]([CH2:20][CH:21]([CH3:23])[CH3:22])[C:17]([OH:19])=O)=[C:6]([CH:12]=[O:13])[O:7]2.[NH2:25][C:26]1[S:27][CH:28]=[CH:29][N:30]=1.ON1C2C=CC=CC=2N=N1. The product is [S:27]1[CH:28]=[CH:29][N:30]=[C:26]1[NH:25][C:17](=[O:19])[C@@H:16]([N:15]1[CH2:14][C:5]2[CH2:4][C:3]3[C:2]([Cl:1])=[CH:11][CH:10]=[CH:9][C:8]=3[O:7][C:6]=2[C:12]1=[O:13])[CH2:20][CH:21]([CH3:22])[CH3:23].